Dataset: Reaction yield outcomes from USPTO patents with 853,638 reactions. Task: Predict the reaction yield, written as a fraction of the theoretical maximum amount of product (1.0 means a 100% yield; for example, 0.34 means a 34% yield). (1) The reactants are C(N(CC)CC)C.[OH:8][CH:9]1[CH2:14][CH2:13][S:12](=[O:16])(=[O:15])[CH2:11][CH2:10]1.[CH3:17][S:18](Cl)(=[O:20])=[O:19]. The catalyst is ClCCl.C(OCC)(=O)C. The product is [CH3:17][S:18]([O:8][CH:9]1[CH2:14][CH2:13][S:12](=[O:16])(=[O:15])[CH2:11][CH2:10]1)(=[O:20])=[O:19]. The yield is 0.950. (2) The reactants are [CH2:1]([O:8][C:9]1[C:10]([C:38]([NH:40][CH2:41][C:42]([O:44][CH2:45][C:46]2[CH:51]=[CH:50][CH:49]=[CH:48][CH:47]=2)=[O:43])=[O:39])=[N:11][C:12]([CH2:16][CH:17]2[CH2:22][CH2:21][N:20]([C:23]3[CH:28]=[CH:27][C:26]([C:29]4[CH:34]=[CH:33][C:32]([CH:35]([OH:37])[CH3:36])=[CH:31][N:30]=4)=[CH:25][CH:24]=3)[CH2:19][CH2:18]2)=[N:13][C:14]=1[CH3:15])[C:2]1[CH:7]=[CH:6][CH:5]=[CH:4][CH:3]=1.[C:52](OC(=O)C)(=[O:54])[CH3:53].C(N(CC)CC)C.C(=O)([O-])O.[Na+]. The catalyst is ClCCl.N1C=CC=CC=1. The product is [C:52]([O:37][CH:35]([C:32]1[CH:33]=[CH:34][C:29]([C:26]2[CH:27]=[CH:28][C:23]([N:20]3[CH2:19][CH2:18][CH:17]([CH2:16][C:12]4[N:11]=[C:10]([C:38]([NH:40][CH2:41][C:42]([O:44][CH2:45][C:46]5[CH:47]=[CH:48][CH:49]=[CH:50][CH:51]=5)=[O:43])=[O:39])[C:9]([O:8][CH2:1][C:2]5[CH:7]=[CH:6][CH:5]=[CH:4][CH:3]=5)=[C:14]([CH3:15])[N:13]=4)[CH2:22][CH2:21]3)=[CH:24][CH:25]=2)=[N:30][CH:31]=1)[CH3:36])(=[O:54])[CH3:53]. The yield is 0.480. (3) The reactants are CN(C)C=O.[C:6]([O:10][C:11]([C@H:13]1[CH2:15][C@H:14]1[CH:16]1[CH2:20][CH2:19][NH:18][C:17]1=[O:21])=[O:12])([CH3:9])([CH3:8])[CH3:7].[H-].[Na+].[CH2:24](Cl)[C:25]1[CH:30]=[CH:29][CH:28]=[CH:27][CH:26]=1. The catalyst is O. The product is [CH2:24]([N:18]1[CH2:19][CH2:20][CH:16]([CH:14]2[CH2:15][CH:13]2[C:11]([O:10][C:6]([CH3:9])([CH3:7])[CH3:8])=[O:12])[C:17]1=[O:21])[C:25]1[CH:30]=[CH:29][CH:28]=[CH:27][CH:26]=1. The yield is 0.350. (4) The reactants are [F:1][C:2]1[CH:7]=[C:6](I)[CH:5]=[CH:4][C:3]=1[N:9]1[CH:14]=[C:13]([O:15][CH3:16])[C:12](=[O:17])[C:11]([C:18]2[N:22]([C:23]3[CH:28]=[CH:27][CH:26]=[CH:25][CH:24]=3)[N:21]=[CH:20][CH:19]=2)=[N:10]1.C([Sn](CCCC)(CCCC)[C:34]1[O:35][CH:36]=[CH:37][N:38]=1)CCC. The catalyst is O1CCOCC1.C([O-])(O)=O.[Na+].C1C=CC([P]([Pd]([P](C2C=CC=CC=2)(C2C=CC=CC=2)C2C=CC=CC=2)([P](C2C=CC=CC=2)(C2C=CC=CC=2)C2C=CC=CC=2)[P](C2C=CC=CC=2)(C2C=CC=CC=2)C2C=CC=CC=2)(C2C=CC=CC=2)C2C=CC=CC=2)=CC=1. The product is [F:1][C:2]1[CH:7]=[C:6]([C:34]2[O:35][CH:36]=[CH:37][N:38]=2)[CH:5]=[CH:4][C:3]=1[N:9]1[CH:14]=[C:13]([O:15][CH3:16])[C:12](=[O:17])[C:11]([C:18]2[N:22]([C:23]3[CH:28]=[CH:27][CH:26]=[CH:25][CH:24]=3)[N:21]=[CH:20][CH:19]=2)=[N:10]1. The yield is 0.530. (5) The reactants are [CH:1]1C=CC(C2C=CC(NC3C=CC=CC=3)=CC=2)=CC=1.[OH:20]/[N:21]=[C:22](/Cl)\[C:23]1[CH:28]=[CH:27][CH:26]=[CH:25][CH:24]=1.C(=O)(O)[O-].[Na+].[C:35]([O:38][CH2:39][CH3:40])(=[O:37])[CH3:36]. The catalyst is O. The product is [C:23]1([C:22]2[CH:1]=[C:36]([C:35]([O:38][CH2:39][CH3:40])=[O:37])[O:20][N:21]=2)[CH:28]=[CH:27][CH:26]=[CH:25][CH:24]=1. The yield is 0.420. (6) The reactants are [H-].[Na+].[Br:3][C:4]1[CH:5]=[C:6]([C:10]([CH3:14])([CH3:13])[CH2:11][OH:12])[CH:7]=[CH:8][CH:9]=1.[CH3:15]I. The catalyst is C1COCC1.CCOCC. The product is [Br:3][C:4]1[CH:9]=[CH:8][CH:7]=[C:6]([C:10]([CH3:14])([CH3:13])[CH2:11][O:12][CH3:15])[CH:5]=1. The yield is 0.910. (7) The reactants are Br[C:2]1[CH:7]=[C:6]([F:8])[CH:5]=[CH:4][C:3]=1[F:9].N#N.[CH2:12]([OH:14])[CH3:13].[Li][CH:16](CC)C.C1CCCCC1.B(F)(F)F.C(OCC)C. The catalyst is C1COCC1. The product is [F:9][C:3]1[CH:4]=[CH:5][C:6]([F:8])=[CH:7][C:2]=1[CH2:13][C@H:12]([OH:14])[CH3:16]. The yield is 0.625. (8) The reactants are [F:1][C:2]1[CH:9]=[C:8]([OH:10])[CH:7]=[CH:6][C:3]=1[C:4]#[N:5].[C:11]([O:16][CH3:17])(=[O:15])[C@H:12]([CH3:14])O.C1(P(C2C=CC=CC=2)C2C=CC=CC=2)C=CC=CC=1.N(C(OCC)=O)=NC(OCC)=O. The catalyst is O1CCCC1.C(OCC)(=O)C. The product is [CH3:17][O:16][C:11](=[O:15])[C@H:12]([O:10][C:8]1[CH:7]=[CH:6][C:3]([C:4]#[N:5])=[C:2]([F:1])[CH:9]=1)[CH3:14]. The yield is 0.360.